From a dataset of Full USPTO retrosynthesis dataset with 1.9M reactions from patents (1976-2016). Predict the reactants needed to synthesize the given product. (1) Given the product [F:1][C:2]1[CH:7]=[CH:6][C:5]([C:8]2[CH:9]=[CH:10][C:11]([N:14]3[CH2:23][CH2:22][C:17]4([CH2:18][CH:19]([NH:21][C:24](=[O:36])[O:25][CH2:26][C:27]5[O:31][N:30]=[C:29]([C:32](=[O:35])[NH:33][CH3:34])[CH:28]=5)[CH2:20]4)[CH2:16][CH2:15]3)=[N:12][CH:13]=2)=[CH:4][CH:3]=1, predict the reactants needed to synthesize it. The reactants are: [F:1][C:2]1[CH:7]=[CH:6][C:5]([C:8]2[CH:9]=[CH:10][C:11]([N:14]3[CH2:23][CH2:22][C:17]4([CH2:20][CH:19]([NH2:21])[CH2:18]4)[CH2:16][CH2:15]3)=[N:12][CH:13]=2)=[CH:4][CH:3]=1.[C:24](=O)([O:36]C1C=CC([N+]([O-])=O)=CC=1)[O:25][CH2:26][C:27]1[O:31][N:30]=[C:29]([C:32](=[O:35])[NH:33][CH3:34])[CH:28]=1.C(N(CC)C(C)C)(C)C. (2) Given the product [CH3:2][C:1]1[N:27]=[C:25]([C:21]2[S:20][CH:24]=[CH:23][CH:22]=2)[N:7]([CH2:8][CH2:9][C:10]2[CH:15]=[CH:14][CH:13]=[CH:12][CH:11]=2)[C:5](=[O:6])[C:4]=1[CH2:16][C:17]([CH3:19])=[CH2:18], predict the reactants needed to synthesize it. The reactants are: [C:1]([C:4](=[CH:16][CH:17]([CH3:19])[CH3:18])[C:5]([NH:7][CH2:8][CH2:9][C:10]1[CH:15]=[CH:14][CH:13]=[CH:12][CH:11]=1)=[O:6])(=O)[CH3:2].[S:20]1[CH:24]=[CH:23][CH:22]=[C:21]1[C:25]([NH2:27])=O.